This data is from Forward reaction prediction with 1.9M reactions from USPTO patents (1976-2016). The task is: Predict the product of the given reaction. (1) Given the reactants C(OC(=O)[NH:7][CH:8]([C:17]([N:19]1[CH2:24][CH2:23][CH:22]([CH3:25])[CH2:21][CH2:20]1)=[O:18])[CH2:9][CH2:10][C:11]1[CH:16]=[CH:15][N:14]=[CH:13][CH:12]=1)(C)(C)C.[NH:27]1[C:35]2[CH:34]=[CH:33][CH:32]=[C:31]([S:36](Cl)(=[O:38])=[O:37])[C:30]=2[CH:29]=[CH:28]1, predict the reaction product. The product is: [CH3:25][CH:22]1[CH2:21][CH2:20][N:19]([C:17]([CH:8]([NH:7][S:36]([C:31]2[C:30]3[CH:29]=[CH:28][NH:27][C:35]=3[CH:34]=[CH:33][CH:32]=2)(=[O:37])=[O:38])[CH2:9][CH2:10][C:11]2[CH:12]=[CH:13][N:14]=[CH:15][CH:16]=2)=[O:18])[CH2:24][CH2:23]1. (2) Given the reactants C[OH:2].[Br:3][C:4]1[CH:9]=[CH:8][C:7]([CH2:10][C:11]#N)=[C:6]([F:13])[CH:5]=1.O.[C:15]([O-])([O-])=[O:16].[Na+].[Na+], predict the reaction product. The product is: [CH3:15][O:16][C:11](=[O:2])[CH2:10][C:7]1[CH:8]=[CH:9][C:4]([Br:3])=[CH:5][C:6]=1[F:13]. (3) Given the reactants Cl.[NH2:2][C@@H:3]([CH:6]1[CH2:8][CH2:7]1)[CH2:4][OH:5].[Cl:9][C:10]1[N:15]=[C:14](Cl)[CH:13]=[C:12]([CH3:17])[N:11]=1.C(N(C(C)C)C(C)C)C, predict the reaction product. The product is: [Cl:9][C:10]1[N:15]=[C:14]([NH:2][C@@H:3]([CH:6]2[CH2:8][CH2:7]2)[CH2:4][OH:5])[CH:13]=[C:12]([CH3:17])[N:11]=1. (4) Given the reactants [OH-].[Na+].CO.[C:5]([NH:13][C:14]1[CH:23]=[C:22]([CH2:24][S:25][C:26]2[CH:31]=[CH:30][CH:29]=[CH:28][CH:27]=2)[CH:21]=[CH:20][C:15]=1[C:16]([O:18]C)=[O:17])(=[O:12])[C:6]1[CH:11]=[CH:10][CH:9]=[CH:8][CH:7]=1, predict the reaction product. The product is: [C:5]([NH:13][C:14]1[CH:23]=[C:22]([CH2:24][S:25][C:26]2[CH:31]=[CH:30][CH:29]=[CH:28][CH:27]=2)[CH:21]=[CH:20][C:15]=1[C:16]([OH:18])=[O:17])(=[O:12])[C:6]1[CH:7]=[CH:8][CH:9]=[CH:10][CH:11]=1.